Dataset: Peptide-MHC class II binding affinity with 134,281 pairs from IEDB. Task: Regression. Given a peptide amino acid sequence and an MHC pseudo amino acid sequence, predict their binding affinity value. This is MHC class II binding data. (1) The peptide sequence is EKKIFAATQFEPLAA. The MHC is HLA-DQA10101-DQB10501 with pseudo-sequence HLA-DQA10101-DQB10501. The binding affinity (normalized) is 0.474. (2) The peptide sequence is KTGQALVVGIYDEPM. The MHC is HLA-DQA10501-DQB10301 with pseudo-sequence HLA-DQA10501-DQB10301. The binding affinity (normalized) is 0.717.